Dataset: Reaction yield outcomes from USPTO patents with 853,638 reactions. Task: Predict the reaction yield, written as a fraction of the theoretical maximum amount of product (1.0 means a 100% yield; for example, 0.34 means a 34% yield). (1) The reactants are [OH:1][CH2:2][C:3]([O:5][CH2:6][C:7]1[CH:12]=[CH:11][CH:10]=[CH:9][CH:8]=1)=[O:4].[CH3:13][O:14][C:15]1[CH:16]=[C:17]([S:23](Cl)(=[O:25])=[O:24])[CH:18]=[CH:19][C:20]=1[O:21][CH3:22]. The catalyst is C(Cl)Cl.Cl. The product is [CH3:13][O:14][C:15]1[CH:16]=[C:17]([S:23]([O:1][CH2:2][C:3]([O:5][CH2:6][C:7]2[CH:12]=[CH:11][CH:10]=[CH:9][CH:8]=2)=[O:4])(=[O:24])=[O:25])[CH:18]=[CH:19][C:20]=1[O:21][CH3:22]. The yield is 0.860. (2) The reactants are O=S(Cl)[Cl:3].CN(C=O)C.[CH3:10][C:11]1[N:16]=[CH:15][C:14]([CH2:17]O)=[C:13]([CH2:19]O)[C:12]=1[OH:21].[ClH:22]. The catalyst is CCOCC. The product is [ClH:3].[Cl:22][CH2:19][C:13]1[C:14]([CH2:17][Cl:3])=[CH:15][N:16]=[C:11]([CH3:10])[C:12]=1[OH:21]. The yield is 0.930. (3) The reactants are [Cl:1][C:2]1[CH:7]=[C:6]2[CH2:8][O:9][C:10]3[CH:34]=[C:33]4[C:13]([CH2:14][CH2:15][C:16]5[N:20]=[C:19]([CH:21]6[CH2:25][CH2:24][CH2:23][N:22]6[C:26]([O:28][C:29]([CH3:32])([CH3:31])[CH3:30])=[O:27])[NH:18][C:17]=54)=[CH:12][C:11]=3[C:5]2=[CH:4][CH:3]=1. The catalyst is ClCCl.C(OCC)(=O)C.[O-2].[Mn+4].[O-2]. The product is [Cl:1][C:2]1[CH:7]=[C:6]2[CH2:8][O:9][C:10]3[CH:34]=[C:33]4[C:13]([CH:14]=[CH:15][C:16]5[N:20]=[C:19]([CH:21]6[CH2:25][CH2:24][CH2:23][N:22]6[C:26]([O:28][C:29]([CH3:30])([CH3:31])[CH3:32])=[O:27])[NH:18][C:17]=54)=[CH:12][C:11]=3[C:5]2=[CH:4][CH:3]=1. The yield is 0.810. (4) The reactants are [N:1]12[CH2:8][CH2:7][C:4]([C:9]([C:17]3[CH:22]=[CH:21][CH:20]=[CH:19][CH:18]=3)([C:11]3[CH:16]=[CH:15][CH:14]=[CH:13][CH:12]=3)[OH:10])([CH2:5][CH2:6]1)[CH2:3][CH2:2]2.[Br:23][CH2:24][CH2:25][CH2:26][O:27][C:28]1[CH:33]=[CH:32][CH:31]=[CH:30][C:29]=1[Br:34]. The catalyst is CC#N. The product is [Br-:23].[Br:34][C:29]1[CH:30]=[CH:31][CH:32]=[CH:33][C:28]=1[O:27][CH2:26][CH2:25][CH2:24][N+:1]12[CH2:6][CH2:5][C:4]([C:9]([OH:10])([C:17]3[CH:22]=[CH:21][CH:20]=[CH:19][CH:18]=3)[C:11]3[CH:12]=[CH:13][CH:14]=[CH:15][CH:16]=3)([CH2:3][CH2:2]1)[CH2:7][CH2:8]2. The yield is 0.748.